From a dataset of Full USPTO retrosynthesis dataset with 1.9M reactions from patents (1976-2016). Predict the reactants needed to synthesize the given product. (1) Given the product [CH:52]1([C@H:47]([NH:46][C:39]([C:36]2[CH:37]=[CH:38][C:33]([C:28]3[CH:29]=[C:30]([F:32])[CH:31]=[C:26]([F:25])[CH:27]=3)=[CH:34][C:35]=2[N+:42]([O-:44])=[O:43])=[O:41])[C:48]([O:50][CH3:51])=[O:49])[CH2:57][CH2:56][CH2:55][CH2:54][CH2:53]1, predict the reactants needed to synthesize it. The reactants are: CN(C(ON1N=NC2C=CC=NC1=2)=[N+](C)C)C.F[P-](F)(F)(F)(F)F.[F:25][C:26]1[CH:27]=[C:28]([C:33]2[CH:38]=[CH:37][C:36]([C:39]([OH:41])=O)=[C:35]([N+:42]([O-:44])=[O:43])[CH:34]=2)[CH:29]=[C:30]([F:32])[CH:31]=1.Cl.[NH2:46][C@@H:47]([CH:52]1[CH2:57][CH2:56][CH2:55][CH2:54][CH2:53]1)[C:48]([O:50][CH3:51])=[O:49].C(N(C(C)C)CC)(C)C. (2) Given the product [F:31][C:25]1[CH:26]=[C:27]([F:30])[CH:28]=[CH:29][C:24]=1[O:23][C:11]1[CH:10]=[CH:9][C:8]([NH:7][S:3]([CH2:1][CH3:2])(=[O:5])=[O:4])=[CH:13][C:12]=1[C:14]1[C:15]([F:22])=[CH:16][C:17](=[O:21])[N:18]([CH3:20])[CH:19]=1, predict the reactants needed to synthesize it. The reactants are: [CH2:1]([S:3](Cl)(=[O:5])=[O:4])[CH3:2].[NH2:7][C:8]1[CH:9]=[CH:10][C:11]([O:23][C:24]2[CH:29]=[CH:28][C:27]([F:30])=[CH:26][C:25]=2[F:31])=[C:12]([C:14]2[C:15]([F:22])=[CH:16][C:17](=[O:21])[N:18]([CH3:20])[CH:19]=2)[CH:13]=1.N1C=CC=CC=1.Cl. (3) Given the product [NH2:2][CH2:1][C:3]1[CH:4]=[C:5]([C:17]([NH:19][CH2:20][C:21]2[C:22](=[O:29])[NH:23][C:24]([CH3:28])=[CH:25][C:26]=2[CH3:27])=[O:18])[C:6]2[CH:7]=[N:8][N:9]([CH:12]3[CH2:13][CH2:14][CH2:15][CH2:16]3)[C:10]=2[CH:11]=1, predict the reactants needed to synthesize it. The reactants are: [C:1]([C:3]1[CH:4]=[C:5]([C:17]([NH:19][CH2:20][C:21]2[C:22](=[O:29])[NH:23][C:24]([CH3:28])=[CH:25][C:26]=2[CH3:27])=[O:18])[C:6]2[CH:7]=[N:8][N:9]([CH:12]3[CH2:16][CH2:15][CH2:14][CH2:13]3)[C:10]=2[CH:11]=1)#[N:2].